From a dataset of M1 muscarinic receptor antagonist screen with 61,756 compounds. Binary Classification. Given a drug SMILES string, predict its activity (active/inactive) in a high-throughput screening assay against a specified biological target. (1) The compound is O1C2(OCC1)CCN(CC2)C(=O)c1c2c(n(c3c2cccc3)C)c(=O)n(c1)CCOC. The result is 0 (inactive). (2) The compound is O1C2N3C(COC3c3c2cccc3)(C1)CO. The result is 0 (inactive). (3) The drug is O=c1n(c(=O)n(c2nc3n(CCCN3c3ccc(OCC)cc3)c12)C)CCc1ccccc1. The result is 0 (inactive). (4) The molecule is O=C(N1CCC(CC1)C(=O)N)CN1CCN(C1=O)Cc1ccc(cc1)C. The result is 0 (inactive).